From a dataset of Forward reaction prediction with 1.9M reactions from USPTO patents (1976-2016). Predict the product of the given reaction. (1) Given the reactants C[O:2][C:3](=[O:18])[CH:4]=[CH:5][C:6]1[CH:11]=[CH:10][C:9]([F:12])=[CH:8][C:7]=1[NH:13][CH2:14][CH2:15][CH2:16][CH3:17].[Li+].[OH-], predict the reaction product. The product is: [F:12][C:9]1[CH:10]=[CH:11][C:6]([CH:5]=[CH:4][C:3]([OH:18])=[O:2])=[C:7]([NH:13][CH2:14][CH2:15][CH2:16][CH3:17])[CH:8]=1. (2) Given the reactants [CH2:1]([NH:8][C:9]1[N:14]=[C:13]([CH3:15])[C:12]([CH:16]([CH2:21][CH2:22][CH3:23])[C:17]([O:19]C)=[O:18])=[C:11]([C:24]2[CH:29]=[CH:28][C:27]([CH3:30])=[CH:26][CH:25]=2)[N:10]=1)[C:2]1[CH:7]=[CH:6][CH:5]=[CH:4][CH:3]=1.[OH-].[Na+], predict the reaction product. The product is: [CH2:1]([NH:8][C:9]1[N:14]=[C:13]([CH3:15])[C:12]([CH:16]([CH2:21][CH2:22][CH3:23])[C:17]([OH:19])=[O:18])=[C:11]([C:24]2[CH:25]=[CH:26][C:27]([CH3:30])=[CH:28][CH:29]=2)[N:10]=1)[C:2]1[CH:3]=[CH:4][CH:5]=[CH:6][CH:7]=1. (3) Given the reactants [C:1]1([S:7]([N:10]2[CH:14]=[CH:13][C:12]([C:15](=[O:17])[CH3:16])=[CH:11]2)(=[O:9])=[O:8])[CH:6]=[CH:5][CH:4]=[CH:3][CH:2]=1.[C:18](OCC)(=[O:24])[C:19]([O:21][CH2:22][CH3:23])=[O:20].C[Si]([N-][Si](C)(C)C)(C)C.[Li+], predict the reaction product. The product is: [C:1]1([S:7]([N:10]2[CH:14]=[CH:13][C:12]([C:15](=[O:17])[CH2:16][C:18](=[O:24])[C:19]([O:21][CH2:22][CH3:23])=[O:20])=[CH:11]2)(=[O:8])=[O:9])[CH:6]=[CH:5][CH:4]=[CH:3][CH:2]=1. (4) The product is: [C:1]([O:5][C:6](=[O:32])[NH:7][C:8]1[S:9][C:10]2[CH2:19][CH:18]([CH3:20])[CH2:17][C:16]3[C:12](=[CH:13][N:14]([CH2:22][C:23]4[CH:28]=[CH:27][C:26]([O:29][CH3:30])=[CH:25][CH:24]=4)[N:15]=3)[C:11]=2[N:31]=1)([CH3:3])([CH3:2])[CH3:4]. Given the reactants [C:1]([O:5][C:6](=[O:32])[NH:7][C:8]1[S:9][C:10]2[CH:19]=[C:18]([CH3:20])[C:17](=O)[C:16]3[C:12](=[CH:13][N:14]([CH2:22][C:23]4[CH:28]=[CH:27][C:26]([O:29][CH3:30])=[CH:25][CH:24]=4)[N:15]=3)[C:11]=2[N:31]=1)([CH3:4])([CH3:3])[CH3:2].[BH4-].[Na+], predict the reaction product. (5) Given the reactants [Cl:1][C:2]1[CH:7]=[CH:6][C:5]([OH:8])=[CH:4][C:3]=1[C:9]1[C:18]2[C:13](=[C:14]([Cl:19])[CH:15]=[CH:16][CH:17]=2)[N:12]=[CH:11][N:10]=1.Br[C:21]1[CH:26]=[CH:25][CH:24]=[C:23]([S:27]([CH2:30][CH3:31])(=[O:29])=[O:28])[CH:22]=1, predict the reaction product. The product is: [Cl:19][C:14]1[CH:15]=[CH:16][CH:17]=[C:18]2[C:13]=1[N:12]=[CH:11][N:10]=[C:9]2[C:3]1[CH:4]=[C:5]([O:8][C:25]2[CH:26]=[CH:21][CH:22]=[C:23]([S:27]([CH2:30][CH3:31])(=[O:28])=[O:29])[CH:24]=2)[CH:6]=[CH:7][C:2]=1[Cl:1]. (6) Given the reactants [Cl:1][C:2]1[C:3]([CH2:18]C)=[C:4]([NH:10][C@H:11]([C@@H:15]([OH:17])[CH3:16])[C:12]([OH:14])=O)[CH:5]=[CH:6][C:7]=1[C:8]#[N:9].[Cl:20][C:21]1[CH:22]=[C:23]([CH:28]=[CH:29][CH:30]=1)[C:24]([NH:26][NH2:27])=[O:25].O.ON1C2C=CC=CC=2N=N1.C(N(CC)CC)C.C(O)(=O)CC(CC(O)=O)(C(O)=O)O, predict the reaction product. The product is: [Cl:20][C:21]1[CH:22]=[C:23]([CH:28]=[CH:29][CH:30]=1)[C:24]([NH:26][NH:27][C:12](=[O:14])[C@H:11]([NH:10][C:4]1[CH:5]=[CH:6][C:7]([C:8]#[N:9])=[C:2]([Cl:1])[C:3]=1[CH3:18])[C@@H:15]([OH:17])[CH3:16])=[O:25]. (7) Given the reactants [Cl:1][C:2]1[C:7]([CH:8]2[CH2:10][CH2:9]2)=[CH:6][N:5]=[C:4]([C:11]#[N:12])[CH:3]=1.Cl.[NH2:14][OH:15].C(N(CC)CC)C, predict the reaction product. The product is: [Cl:1][C:2]1[C:7]([CH:8]2[CH2:9][CH2:10]2)=[CH:6][N:5]=[C:4]([C:11](=[N:14][OH:15])[NH2:12])[CH:3]=1. (8) The product is: [CH3:30][C:19]1[C:20]2[C:25](=[CH:24][C:23]([CH2:26][C:27]([OH:29])=[O:28])=[CH:22][CH:21]=2)[N:17]([CH2:2][C:3]2[C:12]3[C:7](=[CH:8][CH:9]=[CH:10][CH:11]=3)[CH:6]=[CH:5][CH:4]=2)[N:18]=1.[CH2:16]([N:17]1[C:25]2[C:20](=[CH:21][CH:22]=[C:23]([CH2:26][C:27]([OH:29])=[O:28])[CH:24]=2)[CH:19]=[CH:30]1)[C:15]1[CH:14]=[CH:34][CH:33]=[CH:32][CH:31]=1. Given the reactants Cl[CH2:2][C:3]1[C:12]2[C:7](=[CH:8][CH:9]=[CH:10][CH:11]=2)[CH:6]=[CH:5][CH:4]=1.Cl[C:14]1[CH:34]=[CH:33][CH:32]=[C:31](C)[C:15]=1[CH2:16][N:17]1[C:25]2[C:20](=[CH:21][CH:22]=[C:23]([CH2:26][C:27]([OH:29])=[O:28])[CH:24]=2)[C:19]([CH3:30])=[N:18]1, predict the reaction product.